This data is from Reaction yield outcomes from USPTO patents with 853,638 reactions. The task is: Predict the reaction yield, written as a fraction of the theoretical maximum amount of product (1.0 means a 100% yield; for example, 0.34 means a 34% yield). (1) The reactants are Cl.[NH2:2][CH2:3][C:4]1[CH:5]=[C:6]2[C:11](=[CH:12][CH:13]=1)[N:10]=[C:9]([CH3:14])[N:8]([CH:15]1[CH2:20][CH2:19][C:18](=[O:21])[NH:17][C:16]1=[O:22])[C:7]2=[O:23].[C:24](Cl)(=[O:31])[CH2:25][CH2:26][CH2:27][CH2:28][CH2:29][CH3:30].C(N(CC)C(C)C)(C)C. The catalyst is C(#N)C. The product is [O:22]=[C:16]1[CH:15]([N:8]2[C:7](=[O:23])[C:6]3[C:11](=[CH:12][CH:13]=[C:4]([CH2:3][NH:2][C:24](=[O:31])[CH2:25][CH2:26][CH2:27][CH2:28][CH2:29][CH3:30])[CH:5]=3)[N:10]=[C:9]2[CH3:14])[CH2:20][CH2:19][C:18](=[O:21])[NH:17]1. The yield is 0.580. (2) The reactants are [CH3:1][N:2]1[C:10]2([CH2:15][CH2:14][N:13]([C:16]([O:18][C:19]([CH3:22])([CH3:21])[CH3:20])=[O:17])[CH2:12][CH2:11]2)[C:6]2=[CH:7][CH:8]=[CH:9][N:5]2[CH2:4][CH2:3]1.FC(F)(F)S([Cl:28])(=O)=O. The catalyst is ClCCl. The product is [Cl:28][C:9]1[N:5]2[CH2:4][CH2:3][N:2]([CH3:1])[C:10]3([CH2:11][CH2:12][N:13]([C:16]([O:18][C:19]([CH3:22])([CH3:21])[CH3:20])=[O:17])[CH2:14][CH2:15]3)[C:6]2=[CH:7][CH:8]=1. The yield is 0.770. (3) The reactants are [NH2:1][C:2]1[CH:42]=[CH:41][C:5]([C:6]([NH:8][C@H:9]2[CH2:14][CH2:13][CH2:12][C@@H:11]([NH:15][C:16]3[N:21]=[C:20]([C:22]4[C:30]5[C:25](=[CH:26][CH:27]=[CH:28][CH:29]=5)[N:24](S(C5C=CC=CC=5)(=O)=O)[CH:23]=4)[C:19]([Cl:40])=[CH:18][N:17]=3)[CH2:10]2)=[O:7])=[CH:4][C:3]=1[F:43].[OH-].[Na+]. The catalyst is O1CCOCC1.CC1OCCC1.O. The product is [NH2:1][C:2]1[CH:42]=[CH:41][C:5]([C:6]([NH:8][C@H:9]2[CH2:14][CH2:13][CH2:12][C@@H:11]([NH:15][C:16]3[N:21]=[C:20]([C:22]4[C:30]5[C:25](=[CH:26][CH:27]=[CH:28][CH:29]=5)[NH:24][CH:23]=4)[C:19]([Cl:40])=[CH:18][N:17]=3)[CH2:10]2)=[O:7])=[CH:4][C:3]=1[F:43]. The yield is 0.640. (4) The reactants are [CH3:1][S:2]([C:5]1[CH:21]=[CH:20][C:8]([CH2:9][CH:10]2[CH2:15][CH:14]([C:16]([O:18][CH3:19])=[O:17])[CH2:13][CH2:12][NH:11]2)=[CH:7][CH:6]=1)(=[O:4])=[O:3].CCN(C(C)C)C(C)C.[C:31](Cl)(=[O:34])[O:32][CH3:33]. The catalyst is ClCCl. The product is [CH3:1][S:2]([C:5]1[CH:6]=[CH:7][C:8]([CH2:9][CH:10]2[CH2:15][CH:14]([C:16]([O:18][CH3:19])=[O:17])[CH2:13][CH2:12][N:11]2[C:31]([O:32][CH3:33])=[O:34])=[CH:20][CH:21]=1)(=[O:4])=[O:3]. The yield is 0.790.